This data is from Full USPTO retrosynthesis dataset with 1.9M reactions from patents (1976-2016). The task is: Predict the reactants needed to synthesize the given product. (1) Given the product [F:8][S:7]([F:12])([F:11])([F:10])([F:9])[C:5]1[CH:4]=[C:3]([CH:2]=[CH:1][CH:6]=1)[C:13]([Cl:18])=[O:15], predict the reactants needed to synthesize it. The reactants are: [CH:1]1[CH:6]=[C:5]([S:7]([F:12])([F:11])([F:10])([F:9])[F:8])[CH:4]=[C:3]([C:13]([OH:15])=O)[CH:2]=1.O=S(Cl)[Cl:18]. (2) Given the product [CH2:17]([C@@H:7]1[CH2:8][C@H:9]([NH:12][C:13]([CH3:14])([CH3:15])[CH3:16])[CH2:10][CH2:11][C@@H:6]1[NH:5][C:3](=[O:4])[CH2:2][NH:1][C:26](=[O:27])[C:25]1[CH:29]=[CH:30][CH:31]=[C:23]([C:22]([F:21])([F:32])[F:33])[CH:24]=1)[CH2:18][CH2:19][CH3:20], predict the reactants needed to synthesize it. The reactants are: [NH2:1][CH2:2][C:3]([NH:5][C@H:6]1[CH2:11][CH2:10][C@@H:9]([NH:12][C:13]([CH3:16])([CH3:15])[CH3:14])[CH2:8][C@H:7]1[CH2:17][CH2:18][CH2:19][CH3:20])=[O:4].[F:21][C:22]([F:33])([F:32])[C:23]1[CH:24]=[C:25]([CH:29]=[CH:30][CH:31]=1)[C:26](O)=[O:27].CCN=C=NCCCN(C)C.C1C=CC2N(O)N=NC=2C=1.C(N(CC)CC)C. (3) Given the product [C:14]([C:16]1[CH:17]=[C:18]([S:23]([NH:26][C:27](=[O:33])[O:28][C:29]([CH3:32])([CH3:31])[CH3:30])(=[O:25])=[O:24])[CH:19]=[CH:20][C:21]=1[NH:1][C:2]1[CH:7]=[CH:6][C:34]([S:35][CH3:37])=[C:4]([CH3:5])[CH:3]=1)#[N:15], predict the reactants needed to synthesize it. The reactants are: [NH2:1][C:2]1[CH:7]=[CH:6][CH:5]=[CH:4][CH:3]=1.CC(C)([O-])C.[K+].[C:14]([C:16]1[CH:17]=[C:18]([S:23]([NH:26][C:27](=[O:33])[O:28][C:29]([CH3:32])([CH3:31])[CH3:30])(=[O:25])=[O:24])[CH:19]=[CH:20][C:21]=1F)#[N:15].[CH3:34][S:35]([CH3:37])=O. (4) Given the product [CH3:61][N:63]([CH3:64])[C:11]([N:13]1[CH2:17][C@@H:16]([N:18]([CH2:31][C:32]2[CH:33]=[C:34]([C:42]([F:43])([F:45])[F:44])[CH:35]=[C:36]([C:38]([F:41])([F:39])[F:40])[CH:37]=2)[C:19]2[N:24]=[CH:23][C:22]([C:25]3[CH:26]=[N:27][N:28]([CH3:30])[CH:29]=3)=[CH:21][N:20]=2)[CH2:15][C@H:14]1[CH2:46][CH3:47])=[O:10], predict the reactants needed to synthesize it. The reactants are: [N+](C1C=CC([O:10][C:11]([N:13]2[CH2:17][C@@H:16]([N:18]([CH2:31][C:32]3[CH:37]=[C:36]([C:38]([F:41])([F:40])[F:39])[CH:35]=[C:34]([C:42]([F:45])([F:44])[F:43])[CH:33]=3)[C:19]3[N:24]=[CH:23][C:22]([C:25]4[CH:26]=[N:27][N:28]([CH3:30])[CH:29]=4)=[CH:21][N:20]=3)[CH2:15][C@H:14]2[CH2:46][CH3:47])=O)=CC=1)([O-])=O.Cl.COC([C@H]1CC[C@H](CN)CC1)=O.[CH2:61]([N:63](CC)[CH2:64]C)C.[Cl-].[NH4+].